Regression. Given a peptide amino acid sequence and an MHC pseudo amino acid sequence, predict their binding affinity value. This is MHC class II binding data. From a dataset of Peptide-MHC class II binding affinity with 134,281 pairs from IEDB. The peptide sequence is MKNIFMLTLFILIIT. The MHC is DRB1_1001 with pseudo-sequence DRB1_1001. The binding affinity (normalized) is 0.392.